This data is from Reaction yield outcomes from USPTO patents with 853,638 reactions. The task is: Predict the reaction yield, written as a fraction of the theoretical maximum amount of product (1.0 means a 100% yield; for example, 0.34 means a 34% yield). The reactants are [CH3:1]/[C:2](=[CH:6]\[CH2:7][CH2:8][CH3:9])/[C:3](O)=[O:4].C(N(CC)CC)C.C(Cl)(=O)C(C)(C)C.[Cl-].[Li+].[C:26]1([C@H:32]2[C@@H:36]([C:37]3[CH:42]=[CH:41][CH:40]=[CH:39][CH:38]=3)[O:35][C:34](=[O:43])[NH:33]2)[CH:31]=[CH:30][CH:29]=[CH:28][CH:27]=1. The catalyst is C1COCC1. The product is [CH3:1]/[C:2](=[CH:6]\[CH2:7][CH2:8][CH3:9])/[C:3]([N:33]1[C@@H:32]([C:26]2[CH:27]=[CH:28][CH:29]=[CH:30][CH:31]=2)[C@@H:36]([C:37]2[CH:38]=[CH:39][CH:40]=[CH:41][CH:42]=2)[O:35][C:34]1=[O:43])=[O:4]. The yield is 0.640.